From a dataset of Forward reaction prediction with 1.9M reactions from USPTO patents (1976-2016). Predict the product of the given reaction. (1) Given the reactants C(OC(=O)N[C@H](C(=O)[NH:13][C@H:14]([B:19]1[O:27][C@H:26]2[C@:21]([CH3:31])([C@H:22]3[CH2:28][C@@H:24]([CH2:25]2)[C:23]3([CH3:30])[CH3:29])[O:20]1)[CH2:15][CH:16]([CH3:18])[CH3:17])C(C)C)(C)(C)C.[C:34]([NH:41][C@H:42]([C:47]([OH:49])=O)[CH2:43][CH:44]([CH3:46])[CH3:45])([O:36][C:37]([CH3:40])([CH3:39])[CH3:38])=[O:35], predict the reaction product. The product is: [C:37]([O:36][C:34](=[O:35])[NH:41][C@H:42]([C:47](=[O:49])[NH:13][C@H:14]([B:19]1[O:27][C@H:26]2[C@:21]([CH3:31])([C@H:22]3[CH2:28][C@@H:24]([CH2:25]2)[C:23]3([CH3:29])[CH3:30])[O:20]1)[CH2:15][CH:16]([CH3:18])[CH3:17])[CH2:43][CH:44]([CH3:45])[CH3:46])([CH3:38])([CH3:39])[CH3:40]. (2) Given the reactants FC(F)(F)S(O[C:7]1[CH:12]=[C:11]([CH3:13])[C:10]([CH3:14])=[CH:9][C:8]=1[C:15](=[O:18])[CH2:16][CH3:17])(=O)=O.C(=O)([O-])[O-].[Na+].[Na+].CC1(C)C(C)(C)OB([C:35]2[CH2:36][CH2:37][N:38]([C:41]([O:43][C:44]([CH3:47])([CH3:46])[CH3:45])=[O:42])[CH2:39][CH:40]=2)O1, predict the reaction product. The product is: [CH3:14][C:10]1[C:11]([CH3:13])=[CH:12][C:7]([C:35]2[CH2:40][CH2:39][N:38]([C:41]([O:43][C:44]([CH3:47])([CH3:46])[CH3:45])=[O:42])[CH2:37][CH:36]=2)=[C:8]([C:15](=[O:18])[CH2:16][CH3:17])[CH:9]=1. (3) Given the reactants C[O:2][C:3]1[CH:8]=[CH:7][C:6]([C:9]2[CH:16]3[CH:12]([CH2:13][C:14](=[CH2:17])[CH2:15]3)[C:11](=[O:18])[CH:10]=2)=[CH:5][CH:4]=1.B(Br)(Br)[Br:20], predict the reaction product. The product is: [Br:20][C@:14]1([CH3:17])[CH2:13][C@@H:12]2[C@@H:16]([C:9]([C:6]3[CH:7]=[CH:8][C:3]([OH:2])=[CH:4][CH:5]=3)=[CH:10][C:11]2=[O:18])[CH2:15]1.[Br:20][C@@:14]1([CH3:17])[CH2:13][C@@H:12]2[C@@H:16]([C:9]([C:6]3[CH:7]=[CH:8][C:3]([OH:2])=[CH:4][CH:5]=3)=[CH:10][C:11]2=[O:18])[CH2:15]1. (4) Given the reactants [CH:1]([C:4]1[CH:9]=[CH:8][CH:7]=[C:6]([CH:10]([CH3:12])[CH3:11])[C:5]=1[OH:13])([CH3:3])[CH3:2].Br[CH2:15][C:16]([O:18][CH3:19])=[O:17].C(=O)([O-])[O-].[Cs+].[Cs+].O, predict the reaction product. The product is: [CH:10]([C:6]1[CH:7]=[CH:8][CH:9]=[C:4]([CH:1]([CH3:3])[CH3:2])[C:5]=1[O:13][CH2:15][C:16]([O:18][CH3:19])=[O:17])([CH3:12])[CH3:11]. (5) Given the reactants [CH3:1][O:2][C:3]1[CH:8]=[CH:7][C:6]([C:9](=[O:23])[CH2:10][S:11]([CH2:14][C:15]2[CH:20]=[CH:19][C:18]([O:21][CH3:22])=[CH:17][CH:16]=2)(=[O:13])=[O:12])=[CH:5][CH:4]=1.[CH3:24][O:25][C:26]1[CH:33]=[C:32]([O:34][CH3:35])[CH:31]=[C:30]([O:36][CH3:37])[C:27]=1[CH:28]=O, predict the reaction product. The product is: [CH3:1][O:2][C:3]1[CH:8]=[CH:7][C:6]([C:9](=[O:23])/[C:10](/[S:11]([CH2:14][C:15]2[CH:16]=[CH:17][C:18]([O:21][CH3:22])=[CH:19][CH:20]=2)(=[O:13])=[O:12])=[CH:28]\[C:27]2[C:30]([O:36][CH3:37])=[CH:31][C:32]([O:34][CH3:35])=[CH:33][C:26]=2[O:25][CH3:24])=[CH:5][CH:4]=1.